Dataset: Reaction yield outcomes from USPTO patents with 853,638 reactions. Task: Predict the reaction yield, written as a fraction of the theoretical maximum amount of product (1.0 means a 100% yield; for example, 0.34 means a 34% yield). The reactants are [Cl:1][C:2]1[C:3]([O:43][CH3:44])=[CH:4][CH:5]=[C:6]2[C:11]=1[N:10]=[C:9]([C:12]1[S:13][CH:14]=[C:15]([CH:17]([CH3:19])[CH3:18])[N:16]=1)[CH:8]=[C:7]2[O:20][C@@H:21]1[CH2:25][N:24](C(OC(C)(C)C)=O)[C@H:23]([C:33](=[O:42])[N:34]([CH2:36][CH2:37][CH2:38][CH2:39][CH:40]=[CH2:41])[CH3:35])[CH2:22]1.C(Cl)(=O)C. The catalyst is CO. The product is [ClH:1].[Cl:1][C:2]1[C:3]([O:43][CH3:44])=[CH:4][CH:5]=[C:6]2[C:11]=1[N:10]=[C:9]([C:12]1[S:13][CH:14]=[C:15]([CH:17]([CH3:19])[CH3:18])[N:16]=1)[CH:8]=[C:7]2[O:20][C@@H:21]1[CH2:25][NH:24][C@H:23]([C:33]([N:34]([CH2:36][CH2:37][CH2:38][CH2:39][CH:40]=[CH2:41])[CH3:35])=[O:42])[CH2:22]1. The yield is 1.00.